This data is from Full USPTO retrosynthesis dataset with 1.9M reactions from patents (1976-2016). The task is: Predict the reactants needed to synthesize the given product. Given the product [C:1]12([CH2:11][NH:12][C:13]3[CH:18]=[CH:17][C:16]([S:19]([NH:22][C:23]([C:25]4[CH:26]=[CH:27][C:28]([C:31]5[CH:36]=[CH:35][C:34]([F:37])=[CH:33][C:32]=5[NH:38][C:39](=[O:50])[CH2:40][CH2:41][NH2:42])=[CH:29][CH:30]=4)=[O:24])(=[O:20])=[O:21])=[CH:15][C:14]=3[N+:51]([O-:53])=[O:52])[CH2:10][CH:5]3[CH2:4][CH:3]([CH2:9][CH:7]([CH2:6]3)[CH2:8]1)[CH2:2]2, predict the reactants needed to synthesize it. The reactants are: [C:1]12([CH2:11][NH:12][C:13]3[CH:18]=[CH:17][C:16]([S:19]([NH:22][C:23]([C:25]4[CH:30]=[CH:29][C:28]([C:31]5[CH:36]=[CH:35][C:34]([F:37])=[CH:33][C:32]=5[NH:38][C:39](=[O:50])[CH2:40][CH2:41][NH:42]C(OC(C)(C)C)=O)=[CH:27][CH:26]=4)=[O:24])(=[O:21])=[O:20])=[CH:15][C:14]=3[N+:51]([O-:53])=[O:52])[CH2:10][CH:5]3[CH2:6][CH:7]([CH2:9][CH:3]([CH2:4]3)[CH2:2]1)[CH2:8]2.Cl.